Predict the reactants needed to synthesize the given product. From a dataset of Retrosynthesis with 50K atom-mapped reactions and 10 reaction types from USPTO. (1) Given the product CC(C(=O)NCc1ccc(C(F)(F)F)nc1N1CCCC1)c1cccc(C#N)c1, predict the reactants needed to synthesize it. The reactants are: CC(C(=O)O)c1cccc(C#N)c1.NCc1ccc(C(F)(F)F)nc1N1CCCC1. (2) Given the product CCCC(O)c1ccc(-n2cc(C(F)(F)F)cn2)nc1, predict the reactants needed to synthesize it. The reactants are: CCCC(=O)c1ccc(-n2cc(C(F)(F)F)cn2)nc1. (3) Given the product Nc1ccc(Br)c(O)c1C(=O)O, predict the reactants needed to synthesize it. The reactants are: COC(=O)c1c(N)ccc(Br)c1O. (4) Given the product CC(C)Cc1nn(C)c(=O)c2cn(Cc3ccccc3)cc12, predict the reactants needed to synthesize it. The reactants are: BrCc1ccccc1.CC(C)Cc1nn(C)c(=O)c2c[nH]cc12.